Dataset: Peptide-MHC class II binding affinity with 134,281 pairs from IEDB. Task: Regression. Given a peptide amino acid sequence and an MHC pseudo amino acid sequence, predict their binding affinity value. This is MHC class II binding data. The peptide sequence is AAAAAYEAAFAATVP. The MHC is HLA-DQA10501-DQB10301 with pseudo-sequence HLA-DQA10501-DQB10301. The binding affinity (normalized) is 0.815.